Dataset: Catalyst prediction with 721,799 reactions and 888 catalyst types from USPTO. Task: Predict which catalyst facilitates the given reaction. (1) Reactant: [O:1]1[C:5]2[CH:6]=[CH:7][C:8]([CH:10]([CH2:15][C:16](=[O:23])[CH2:17][C:18]([O:20][CH2:21][CH3:22])=[O:19])[CH2:11][C:12]([OH:14])=[O:13])=[CH:9][C:4]=2[O:3][CH2:2]1.[CH2:24](O)[CH3:25]. Product: [O:1]1[C:5]2[CH:6]=[CH:7][C:8]([CH:10]([CH2:15][C:16](=[O:23])[CH2:17][C:18]([O:20][CH2:21][CH3:22])=[O:19])[CH2:11][C:12]([O:14][CH2:24][CH3:25])=[O:13])=[CH:9][C:4]=2[O:3][CH2:2]1. The catalyst class is: 33. (2) Reactant: [C:1]([O:5][C:6](=[O:28])[NH:7][C@@H:8]([CH2:21][C:22]1[CH:27]=[CH:26][CH:25]=[CH:24][CH:23]=1)[C@H:9]([OH:20])[CH2:10][NH:11][CH2:12][C:13]([CH3:19])([CH3:18])[CH2:14][CH2:15][C:16]#[N:17])([CH3:4])([CH3:3])[CH3:2].C(N(C(C)C)CC)(C)C.Cl[C:39]([O:41][CH2:42][C:43]1[CH:48]=[CH:47][CH:46]=[CH:45][CH:44]=1)=[O:40]. Product: [CH2:42]([O:41][C:39](=[O:40])[N:11]([CH2:10][C@@H:9]([OH:20])[C@@H:8]([NH:7][C:6]([O:5][C:1]([CH3:2])([CH3:3])[CH3:4])=[O:28])[CH2:21][C:22]1[CH:23]=[CH:24][CH:25]=[CH:26][CH:27]=1)[CH2:12][C:13]([CH3:19])([CH3:18])[CH2:14][CH2:15][C:16]#[N:17])[C:43]1[CH:48]=[CH:47][CH:46]=[CH:45][CH:44]=1. The catalyst class is: 2. (3) Reactant: [H-].[Na+].[F:3][C:4]1[CH:5]=[C:6]([NH:13][C:14]2[CH:15]=[N:16][CH:17]=[N:18][CH:19]=2)[CH:7]=[C:8]([N+:10]([O-:12])=[O:11])[CH:9]=1.[CH3:20]I. Product: [F:3][C:4]1[CH:5]=[C:6]([N:13]([CH3:20])[C:14]2[CH:19]=[N:18][CH:17]=[N:16][CH:15]=2)[CH:7]=[C:8]([N+:10]([O-:12])=[O:11])[CH:9]=1. The catalyst class is: 49. (4) Reactant: [NH:1]1[CH2:5][CH2:4][C@@H:3]([NH:6][C:7](=[O:13])[O:8][C:9]([CH3:12])([CH3:11])[CH3:10])[CH2:2]1.I[CH2:15][C:16]12[O:22][CH:19]([CH2:20][CH2:21]1)[CH2:18][CH2:17]2.C([O-])([O-])=O.[K+].[K+].O. Product: [C:16]12([CH2:15][N:1]3[CH2:5][CH2:4][C@@H:3]([NH:6][C:7](=[O:13])[O:8][C:9]([CH3:10])([CH3:12])[CH3:11])[CH2:2]3)[O:22][CH:19]([CH2:20][CH2:21]1)[CH2:18][CH2:17]2. The catalyst class is: 3.